From a dataset of Forward reaction prediction with 1.9M reactions from USPTO patents (1976-2016). Predict the product of the given reaction. (1) Given the reactants [NH2:1][C:2]1[CH:7]=[CH:6][C:5]([Br:8])=[CH:4][N:3]=1.C[N:10]([CH:12](OC)OC)C.Cl.N[OH:19], predict the reaction product. The product is: [Br:8][C:5]1[CH:6]=[CH:7][C:2]([NH:1][CH:12]=[N:10][OH:19])=[N:3][CH:4]=1. (2) Given the reactants Br[C@@H:2]1[CH2:10][C:9]2[C:4](=[CH:5][CH:6]=[CH:7][CH:8]=2)[C@H:3]1[OH:11].[N-:12]=[N+:13]=[N-:14].[Na+].CCOC(C)=O.O, predict the reaction product. The product is: [N:12]([CH:2]1[CH2:10][C:9]2[C:4](=[CH:5][CH:6]=[CH:7][CH:8]=2)[C@@H:3]1[OH:11])=[N+:13]=[N-:14].